This data is from Full USPTO retrosynthesis dataset with 1.9M reactions from patents (1976-2016). The task is: Predict the reactants needed to synthesize the given product. Given the product [N:19]12[CH2:26][CH2:25][CH:22]([CH2:23][CH2:24]1)[C@@H:21]([O:10][C:9](=[O:11])[CH:8]([C:6]1[S:7][C:3]([CH3:2])=[CH:4][CH:5]=1)[NH:12][C:13]1[CH:18]=[CH:17][CH:16]=[CH:15][CH:14]=1)[CH2:20]2, predict the reactants needed to synthesize it. The reactants are: Cl.[CH3:2][C:3]1[S:7][C:6]([CH:8]([NH:12][C:13]2[CH:18]=[CH:17][CH:16]=[CH:15][CH:14]=2)[C:9]([OH:11])=[O:10])=[CH:5][CH:4]=1.[N:19]12[CH2:26][CH2:25][CH:22]([CH2:23][CH2:24]1)[C@@H:21](O)[CH2:20]2.N1(O)C2C=CC=CC=2N=N1.C1CCC(N=C=NC2CCCCC2)CC1.